From a dataset of Reaction yield outcomes from USPTO patents with 853,638 reactions. Predict the reaction yield, written as a fraction of the theoretical maximum amount of product (1.0 means a 100% yield; for example, 0.34 means a 34% yield). (1) The reactants are C1(P(C2C=CC=CC=2)C2C=CC=CC=2)C=CC=CC=1.[C:20]([Br:24])(Br)(Br)[Br:21].[CH:25]([C:27]1[N:28]=[C:29]([CH:32]2[CH2:37][CH2:36][N:35]([C:38]([O:40][C:41]([CH3:44])([CH3:43])[CH3:42])=[O:39])[CH2:34][CH2:33]2)[S:30][CH:31]=1)=O.C(=O)([O-])O.[Na+]. The catalyst is ClCCl.C(N(CC)CC)C. The product is [Br:21][C:20]([Br:24])=[CH:25][C:27]1[N:28]=[C:29]([CH:32]2[CH2:33][CH2:34][N:35]([C:38]([O:40][C:41]([CH3:44])([CH3:43])[CH3:42])=[O:39])[CH2:36][CH2:37]2)[S:30][CH:31]=1. The yield is 0.970. (2) The reactants are [Cl:1][C:2]1[CH:3]=[C:4]2[C:9](=[CH:10][C:11]=1[O:12][C:13]1[CH:18]=[CH:17][C:16]([C:19](=[O:35])[NH:20][CH2:21][CH2:22][C:23]3[CH:28]=[CH:27][C:26]([C:29]([F:32])([F:31])[F:30])=[CH:25][C:24]=3[O:33][CH3:34])=[CH:15][CH:14]=1)[O:8][CH2:7][CH2:6][CH:5]2[C:36]([O:38]CC)=[O:37].[OH-].[Na+].C(O)C. The catalyst is O1CCCC1.C(OCC)(=O)C.Cl. The product is [Cl:1][C:2]1[CH:3]=[C:4]2[C:9](=[CH:10][C:11]=1[O:12][C:13]1[CH:18]=[CH:17][C:16]([C:19](=[O:35])[NH:20][CH2:21][CH2:22][C:23]3[CH:28]=[CH:27][C:26]([C:29]([F:30])([F:32])[F:31])=[CH:25][C:24]=3[O:33][CH3:34])=[CH:15][CH:14]=1)[O:8][CH2:7][CH2:6][CH:5]2[C:36]([OH:38])=[O:37]. The yield is 0.641. (3) The reactants are [F:1][C:2]1[CH:9]=[C:8]([O:10][CH2:11][C:12]2[CH:17]=[CH:16][CH:15]=[C:14]([F:18])[CH:13]=2)[CH:7]=[CH:6][C:3]=1[C:4]#N.[OH-:19].[Na+].Cl.[OH2:22]. No catalyst specified. The product is [F:1][C:2]1[CH:9]=[C:8]([O:10][CH2:11][C:12]2[CH:17]=[CH:16][CH:15]=[C:14]([F:18])[CH:13]=2)[CH:7]=[CH:6][C:3]=1[C:4]([OH:22])=[O:19]. The yield is 0.530. (4) The reactants are [NH2:1][C:2]1[NH:3][C:4](=[O:20])[C:5]2[C:10]([I:11])=[CH:9][N:8]([C@@H:12]3[O:17][C@H:16]([CH2:18][OH:19])[C@@H:14]([OH:15])[CH2:13]3)[C:6]=2[N:7]=1.C[Si](C)(C)Cl.[C:26](O[C:26](=[O:30])[CH:27]([CH3:29])[CH3:28])(=[O:30])[CH:27]([CH3:29])[CH3:28].N. The catalyst is O.N1C=CC=CC=1. The product is [C@@H:12]1([N:8]2[C:6]3[N:7]=[C:2]([NH:1][C:26](=[O:30])[CH:27]([CH3:29])[CH3:28])[NH:3][C:4](=[O:20])[C:5]=3[C:10]([I:11])=[CH:9]2)[O:17][C@H:16]([CH2:18][OH:19])[C@@H:14]([OH:15])[CH2:13]1. The yield is 0.890.